Dataset: NCI-60 drug combinations with 297,098 pairs across 59 cell lines. Task: Regression. Given two drug SMILES strings and cell line genomic features, predict the synergy score measuring deviation from expected non-interaction effect. (1) Drug 1: CCCS(=O)(=O)NC1=C(C(=C(C=C1)F)C(=O)C2=CNC3=C2C=C(C=N3)C4=CC=C(C=C4)Cl)F. Drug 2: CC1CCC2CC(C(=CC=CC=CC(CC(C(=O)C(C(C(=CC(C(=O)CC(OC(=O)C3CCCCN3C(=O)C(=O)C1(O2)O)C(C)CC4CCC(C(C4)OC)O)C)C)O)OC)C)C)C)OC. Cell line: CCRF-CEM. Synergy scores: CSS=44.3, Synergy_ZIP=8.44, Synergy_Bliss=10.5, Synergy_Loewe=-16.7, Synergy_HSA=8.80. (2) Drug 1: CCC1(CC2CC(C3=C(CCN(C2)C1)C4=CC=CC=C4N3)(C5=C(C=C6C(=C5)C78CCN9C7C(C=CC9)(C(C(C8N6C=O)(C(=O)OC)O)OC(=O)C)CC)OC)C(=O)OC)O.OS(=O)(=O)O. Drug 2: CS(=O)(=O)CCNCC1=CC=C(O1)C2=CC3=C(C=C2)N=CN=C3NC4=CC(=C(C=C4)OCC5=CC(=CC=C5)F)Cl. Synergy scores: CSS=46.8, Synergy_ZIP=4.83, Synergy_Bliss=6.63, Synergy_Loewe=-42.1, Synergy_HSA=5.46. Cell line: MDA-MB-435. (3) Drug 1: CN1C(=O)N2C=NC(=C2N=N1)C(=O)N. Drug 2: C1=NC2=C(N1)C(=S)N=CN2. Cell line: SK-OV-3. Synergy scores: CSS=24.0, Synergy_ZIP=-8.80, Synergy_Bliss=-0.121, Synergy_Loewe=-15.7, Synergy_HSA=0.260. (4) Drug 1: CCCCCOC(=O)NC1=NC(=O)N(C=C1F)C2C(C(C(O2)C)O)O. Drug 2: C1CN(P(=O)(OC1)NCCCl)CCCl. Cell line: UACC-257. Synergy scores: CSS=-1.47, Synergy_ZIP=0.309, Synergy_Bliss=-0.458, Synergy_Loewe=-3.45, Synergy_HSA=-3.44. (5) Drug 1: CCC(=C(C1=CC=CC=C1)C2=CC=C(C=C2)OCCN(C)C)C3=CC=CC=C3.C(C(=O)O)C(CC(=O)O)(C(=O)O)O. Drug 2: COC1=NC(=NC2=C1N=CN2C3C(C(C(O3)CO)O)O)N. Cell line: DU-145. Synergy scores: CSS=-2.73, Synergy_ZIP=-1.69, Synergy_Bliss=-6.04, Synergy_Loewe=-7.60, Synergy_HSA=-6.30.